From a dataset of Reaction yield outcomes from USPTO patents with 853,638 reactions. Predict the reaction yield, written as a fraction of the theoretical maximum amount of product (1.0 means a 100% yield; for example, 0.34 means a 34% yield). (1) The reactants are [Cl:1][C:2]1[CH:3]=[C:4]2[C:10]3([CH2:14][C:13](=[O:15])[N:12]([CH2:16][C:17]4[CH:22]=[CH:21][CH:20]=[CH:19][C:18]=4[F:23])[CH2:11]3)[C:9](=[O:24])[N:8]([CH2:25][C:26]([O:28][C:29]([CH3:32])([CH3:31])[CH3:30])=[O:27])[C:5]2=[CH:6][CH:7]=1.[Cl:33]C1C=CC(F)=C(C=1)CBr. No catalyst specified. The product is [Cl:1][C:2]1[CH:3]=[C:4]2[C:10]3([CH2:14][C:13](=[O:15])[N:12]([CH2:16][C:17]4[CH:22]=[C:21]([Cl:33])[CH:20]=[CH:19][C:18]=4[F:23])[CH2:11]3)[C:9](=[O:24])[N:8]([CH2:25][C:26]([O:28][C:29]([CH3:32])([CH3:31])[CH3:30])=[O:27])[C:5]2=[CH:6][CH:7]=1. The yield is 0.727. (2) The reactants are [H-].[Na+].Cl[C:4]1[CH:9]=[C:8]([C:10]2[CH:15]=[CH:14][CH:13]=[C:12]([C:16]([F:19])([F:18])[F:17])[CH:11]=2)[N:7]=[C:6]([S:20][CH3:21])[N:5]=1.[OH:22][CH2:23][CH2:24][N:25]1[CH2:30][CH2:29][CH2:28][CH2:27][CH2:26]1.O. The catalyst is C1COCC1.C(OC)(C)(C)C. The product is [CH3:21][S:20][C:6]1[N:5]=[C:4]([O:22][CH2:23][CH2:24][N:25]2[CH2:30][CH2:29][CH2:28][CH2:27][CH2:26]2)[CH:9]=[C:8]([C:10]2[CH:15]=[CH:14][CH:13]=[C:12]([C:16]([F:19])([F:18])[F:17])[CH:11]=2)[N:7]=1. The yield is 0.780. (3) The reactants are [N:1]1[CH:6]=[CH:5][N:4]=[CH:3][C:2]=1[C:7]([NH:9][C:10]1[C:18]2[C:13](=[N:14][CH:15]=[C:16]([C:33]([F:36])([F:35])[F:34])[C:17]=2[N:19]2[CH2:24][CH2:23][CH2:22][C@@H:21]([NH:25]C(=O)OC(C)(C)C)[CH2:20]2)[NH:12][CH:11]=1)=[O:8].C(O)(C(F)(F)F)=O.C(Cl)[Cl:45]. No catalyst specified. The product is [ClH:45].[NH2:25][C@@H:21]1[CH2:22][CH2:23][CH2:24][N:19]([C:17]2[C:16]([C:33]([F:35])([F:36])[F:34])=[CH:15][N:14]=[C:13]3[NH:12][CH:11]=[C:10]([NH:9][C:7]([C:2]4[CH:3]=[N:4][CH:5]=[CH:6][N:1]=4)=[O:8])[C:18]=23)[CH2:20]1. The yield is 0.620. (4) The reactants are [O:1]1[CH2:6][CH2:5][CH2:4][CH2:3][CH:2]1[N:7]1[CH:15]=[N:14][C:13]2[C:8]1=[N:9][CH:10]=[N:11][C:12]=2Cl.[C:17]([O-:20])([O-])=O.[K+].[K+].CO[CH2:25][CH2:26]OC. The catalyst is C1C=CC([P]([Pd]([P](C2C=CC=CC=2)(C2C=CC=CC=2)C2C=CC=CC=2)([P](C2C=CC=CC=2)(C2C=CC=CC=2)C2C=CC=CC=2)[P](C2C=CC=CC=2)(C2C=CC=CC=2)C2C=CC=CC=2)(C2C=CC=CC=2)C2C=CC=CC=2)=CC=1. The product is [O:1]1[CH2:6][CH2:5][CH2:4][CH2:3][CH:2]1[N:7]1[CH:15]=[N:14][C:13]2[C:8]1=[N:9][CH:10]=[N:11][C:12]=2[C:26]1[CH:25]=[CH:5][C:4]([CH:17]=[O:20])=[CH:3][CH:2]=1. The yield is 0.640. (5) The reactants are Br[C:2]1[CH:7]=[CH:6][C:5]([N+:8]([O-:10])=[O:9])=[CH:4][CH:3]=1.[CH3:11][O:12][CH2:13][CH2:14][NH2:15].[C:16]([O-])([O-])=O.[Cs+].[Cs+].C1C=CC(P(C2C(C3C(P(C4C=CC=CC=4)C4C=CC=CC=4)=CC=C4C=3C=CC=C4)=C3C(C=CC=C3)=CC=2)C2C=CC=CC=2)=CC=1. The catalyst is O1CCOCC1.C1C=CC(/C=C/C(/C=C/C2C=CC=CC=2)=O)=CC=1.C1C=CC(/C=C/C(/C=C/C2C=CC=CC=2)=O)=CC=1.C1C=CC(/C=C/C(/C=C/C2C=CC=CC=2)=O)=CC=1.[Pd].[Pd]. The product is [CH3:11][O:12][CH2:13][CH2:14][N:15]([CH3:16])[C:2]1[CH:7]=[CH:6][C:5]([N+:8]([O-:10])=[O:9])=[CH:4][CH:3]=1. The yield is 0.400.